From a dataset of Forward reaction prediction with 1.9M reactions from USPTO patents (1976-2016). Predict the product of the given reaction. (1) Given the reactants [CH:1]([C@@H:4]1[CH2:9][CH2:8][C@@H:7]([CH3:10])[CH2:6][C@H:5]1[OH:11])([CH3:3])[CH3:2].[OH-].[K+].Cl[CH2:15][C:16]([C:18]1[CH:23]=[C:22]([CH:24]([CH3:26])[CH3:25])[C:21]([OH:27])=[C:20]([CH:28]([CH3:30])[CH3:29])[CH:19]=1)=[O:17].Cl, predict the reaction product. The product is: [OH:27][C:21]1[C:22]([CH:24]([CH3:26])[CH3:25])=[CH:23][C:18]([C:16](=[O:17])[CH2:15][O:11][C@@H:5]2[CH2:6][C@H:7]([CH3:10])[CH2:8][CH2:9][C@H:4]2[CH:1]([CH3:3])[CH3:2])=[CH:19][C:20]=1[CH:28]([CH3:30])[CH3:29]. (2) The product is: [F:1][C:2]1[CH:7]=[CH:6][CH:5]=[C:4]([F:8])[C:3]=1[CH:9]([CH3:13])[C:10]([O:12][C:35]1[C:34]([F:37])=[C:33]([F:38])[C:32]([F:39])=[C:31]([F:40])[C:30]=1[F:29])=[O:11]. Given the reactants [F:1][C:2]1[CH:7]=[CH:6][CH:5]=[C:4]([F:8])[C:3]=1[CH:9]([CH3:13])[C:10]([OH:12])=[O:11].C1CCC(N=C=NC2CCCCC2)CC1.[F:29][C:30]1[C:35](O)=[C:34]([F:37])[C:33]([F:38])=[C:32]([F:39])[C:31]=1[F:40], predict the reaction product.